Predict the reactants needed to synthesize the given product. From a dataset of Full USPTO retrosynthesis dataset with 1.9M reactions from patents (1976-2016). (1) Given the product [NH2:1][C:2]1[N:6]([C:7]2[C:12]([N:29]([CH3:30])[CH3:28])=[CH:11][C:10]([C:14]([F:15])([F:16])[F:17])=[CH:9][C:8]=2[Cl:18])[N:5]=[C:4]([C:19]#[N:20])[C:3]=1[S:21]([C:24]([F:25])([F:27])[F:26])(=[O:22])=[O:23], predict the reactants needed to synthesize it. The reactants are: [NH2:1][C:2]1[N:6]([C:7]2[C:12](Cl)=[CH:11][C:10]([C:14]([F:17])([F:16])[F:15])=[CH:9][C:8]=2[Cl:18])[N:5]=[C:4]([C:19]#[N:20])[C:3]=1[S:21]([C:24]([F:27])([F:26])[F:25])(=[O:23])=[O:22].[CH3:28][NH:29][CH3:30].CCCCCCC.C(OCC)(=O)C.O. (2) The reactants are: [CH3:1][O:2][C:3](=[O:35])[CH2:4][C@H:5]1[C:9]2[CH:10]=[CH:11][C:12]([O:14][C@H:15]3[C:23]4[C:18](=[C:19]([O:25][C:26]5[CH:31]=[CH:30][C:29](Br)=[CH:28][C:27]=5[C:33]#[N:34])[CH:20]=[CH:21][C:22]=4[F:24])[CH2:17][CH2:16]3)=[CH:13][C:8]=2[O:7][CH2:6]1.[CH3:36][C:37]([OH:41])([CH:39]=[CH2:40])[CH3:38].C(N(CC)CC)C. Given the product [CH3:1][O:2][C:3](=[O:35])[CH2:4][C@H:5]1[C:9]2[CH:10]=[CH:11][C:12]([O:14][C@H:15]3[C:23]4[C:18](=[C:19]([O:25][C:26]5[CH:31]=[CH:30][C:29]([CH:40]=[CH:39][C:37]([OH:41])([CH3:38])[CH3:36])=[CH:28][C:27]=5[C:33]#[N:34])[CH:20]=[CH:21][C:22]=4[F:24])[CH2:17][CH2:16]3)=[CH:13][C:8]=2[O:7][CH2:6]1, predict the reactants needed to synthesize it. (3) Given the product [Br:1][C:2]1[CH:7]=[CH:6][C:5]([O:8][C:16]2[CH:15]=[CH:14][CH:13]=[C:12]([F:11])[CH:17]=2)=[C:4]([O:9][CH3:10])[CH:3]=1, predict the reactants needed to synthesize it. The reactants are: [Br:1][C:2]1[CH:7]=[CH:6][C:5]([OH:8])=[C:4]([O:9][CH3:10])[CH:3]=1.[F:11][C:12]1[CH:13]=[C:14](B(O)O)[CH:15]=[CH:16][CH:17]=1.C(Cl)Cl.